This data is from Forward reaction prediction with 1.9M reactions from USPTO patents (1976-2016). The task is: Predict the product of the given reaction. (1) Given the reactants CO[C:3](=[O:12])[C:4]1[CH:9]=[C:8](Br)[C:7](Cl)=[N:6][CH:5]=1.Cl.[CH:14]1([CH2:17][NH:18][CH3:19])[CH2:16][CH2:15]1.[F:20][C:21]1[CH:26]=[CH:25][C:24](B(O)O)=[CH:23][CH:22]=1.[NH2:30][CH2:31][C:32]([CH:35]1[CH2:37][CH2:36]1)([OH:34])[CH3:33], predict the reaction product. The product is: [CH:35]1([C:32]([OH:34])([CH3:33])[CH2:31][NH:30][C:3](=[O:12])[C:4]2[CH:9]=[C:8]([C:24]3[CH:25]=[CH:26][C:21]([F:20])=[CH:22][CH:23]=3)[C:7]([N:18]([CH2:17][CH:14]3[CH2:16][CH2:15]3)[CH3:19])=[N:6][CH:5]=2)[CH2:37][CH2:36]1. (2) The product is: [Br:1][C:2]1[C:3]([C:8]([C:18]2[CH:19]=[CH:20][C:15]([Cl:14])=[CH:16][CH:17]=2)=[O:9])=[N:4][N:5]([CH3:7])[CH:6]=1. Given the reactants [Br:1][C:2]1[C:3]([C:8](N(OC)C)=[O:9])=[N:4][N:5]([CH3:7])[CH:6]=1.[Cl:14][C:15]1[CH:20]=[CH:19][C:18]([Mg]Br)=[CH:17][CH:16]=1, predict the reaction product. (3) Given the reactants C([O-])([O-])=O.[Cs+].[Cs+].[CH3:7][C:8]1[CH:13]=[C:12]([CH3:14])[N:11]=[C:10]([N:15]2[CH2:46][CH2:45][C:18]3([N:23]([CH2:24][C:25]4[CH:33]=[CH:32][CH:31]=[C:30]5[C:26]=4[CH:27]=[CH:28][N:29]5S(C4C=CC(C)=CC=4)(=O)=O)[C:22](=[O:44])[CH2:21][CH2:20][CH2:19]3)[CH2:17][CH2:16]2)[N:9]=1, predict the reaction product. The product is: [NH:29]1[C:30]2[C:26](=[C:25]([CH2:24][N:23]3[C:18]4([CH2:17][CH2:16][N:15]([C:10]5[N:11]=[C:12]([CH3:14])[CH:13]=[C:8]([CH3:7])[N:9]=5)[CH2:46][CH2:45]4)[CH2:19][CH2:20][CH2:21][C:22]3=[O:44])[CH:33]=[CH:32][CH:31]=2)[CH:27]=[CH:28]1. (4) Given the reactants [Cl:1][C:2]1[CH:3]=[C:4](B(O)O)[CH:5]=[CH:6][CH:7]=1.[Cl:11][C:12]1[C:13]([C:19]#[N:20])=[N:14][CH:15]=[C:16](Cl)[CH:17]=1.C([O-])([O-])=O.[K+].[K+].CN(C)C=O, predict the reaction product. The product is: [Cl:1][C:2]1[CH:3]=[C:4]([C:16]2[CH:17]=[C:12]([Cl:11])[C:13]([C:19]#[N:20])=[N:14][CH:15]=2)[CH:5]=[CH:6][CH:7]=1. (5) Given the reactants [Br:1][C:2]1[CH:3]=[CH:4][C:5]([F:19])=[C:6]([C:8]2[NH:17][C:16](=O)[C:15]3[C:10](=[N:11][CH:12]=[CH:13][N:14]=3)[N:9]=2)[CH:7]=1.[NH2:20][C:21]1[CH:26]=[CH:25][N:24]=[CH:23][C:22]=1[CH3:27].C(N(C1C=CN=CC=1)C1C2C(=NC=CN=2)N=C(C2C=C(Br)C=CC=2F)N=1)CCC, predict the reaction product. The product is: [Br:1][C:2]1[CH:3]=[CH:4][C:5]([F:19])=[C:6]([C:8]2[N:17]=[C:16]([NH:20][C:21]3[CH:26]=[CH:25][N:24]=[CH:23][C:22]=3[CH3:27])[C:15]3[C:10](=[N:11][CH:12]=[CH:13][N:14]=3)[N:9]=2)[CH:7]=1. (6) Given the reactants [Cl:1][C:2]1[CH:10]=[CH:9][C:8]([NH:11][C:12](=[O:23])[C:13]2[CH:18]=[CH:17][CH:16]=[C:15]([C:19]([F:22])([F:21])[F:20])[CH:14]=2)=[CH:7][C:3]=1[C:4]([OH:6])=O.ClC1N=C(OC)N=C(OC)N=1.CN1CCOCC1.[CH3:42][O:43][C:44]1[CH:49]=[CH:48][C:47]([NH:50][C:51]2[N:56]=[CH:55][C:54]([NH2:57])=[CH:53][N:52]=2)=[CH:46][CH:45]=1, predict the reaction product. The product is: [Cl:1][C:2]1[CH:10]=[CH:9][C:8]([NH:11][C:12](=[O:23])[C:13]2[CH:18]=[CH:17][CH:16]=[C:15]([C:19]([F:20])([F:21])[F:22])[CH:14]=2)=[CH:7][C:3]=1[C:4]([NH:57][C:54]1[CH:53]=[N:52][C:51]([NH:50][C:47]2[CH:46]=[CH:45][C:44]([O:43][CH3:42])=[CH:49][CH:48]=2)=[N:56][CH:55]=1)=[O:6]. (7) The product is: [C:1]1([C:7]#[C:8]/[CH:10]=[CH:11]/[C:12]2[CH:17]=[CH:16][CH:15]=[CH:14][CH:13]=2)[CH:6]=[CH:5][CH:4]=[CH:3][CH:2]=1. Given the reactants [C:1]1([C:7]#[CH:8])[CH:6]=[CH:5][CH:4]=[CH:3][CH:2]=1.I[CH:10]=[CH:11][C:12]1[CH:17]=[CH:16][CH:15]=[CH:14][CH:13]=1, predict the reaction product.